From a dataset of Reaction yield outcomes from USPTO patents with 853,638 reactions. Predict the reaction yield, written as a fraction of the theoretical maximum amount of product (1.0 means a 100% yield; for example, 0.34 means a 34% yield). (1) The reactants are [CH2:1]([CH:9]([CH2:40][CH2:41][CH2:42][CH2:43][CH2:44][CH2:45][CH2:46][CH2:47][CH3:48])[C:10]#[C:11][C:12]1[C:13]2[S:19][CH:18]=[C:17]([C:20]#[C:21][CH:22]([CH2:32][CH2:33][CH2:34][CH2:35][CH2:36][CH2:37][CH2:38][CH3:39])[CH2:23][CH2:24][CH2:25][CH2:26][CH2:27][CH2:28][CH2:29][CH2:30][CH3:31])[C:14]=2[S:15][CH:16]=1)[CH2:2][CH2:3][CH2:4][CH2:5][CH2:6][CH2:7][CH3:8].[H][H]. The catalyst is C1COCC1.CCO.[OH-].[OH-].[Pd+2]. The product is [CH2:1]([CH:9]([CH2:40][CH2:41][CH2:42][CH2:43][CH2:44][CH2:45][CH2:46][CH2:47][CH3:48])[CH2:10][CH2:11][C:12]1[C:13]2[S:19][CH:18]=[C:17]([CH2:20][CH2:21][CH:22]([CH2:32][CH2:33][CH2:34][CH2:35][CH2:36][CH2:37][CH2:38][CH3:39])[CH2:23][CH2:24][CH2:25][CH2:26][CH2:27][CH2:28][CH2:29][CH2:30][CH3:31])[C:14]=2[S:15][CH:16]=1)[CH2:2][CH2:3][CH2:4][CH2:5][CH2:6][CH2:7][CH3:8]. The yield is 0.940. (2) The reactants are [Cl:1][CH2:2][C:3]1[CH:11]=[CH:10][C:6]([C:7](Cl)=[O:8])=[CH:5][CH:4]=1.C(N(CC)CC)C.[Cl:19][C:20]1[CH:25]=[CH:24][C:23]([CH:26]2[CH:30]([C:31]3[CH:36]=[CH:35][C:34]([Cl:37])=[CH:33][CH:32]=3)[NH:29][C:28]([C:38]3[CH:43]=[C:42]([C:44]([F:47])([F:46])[F:45])[CH:41]=[CH:40][C:39]=3[O:48][CH2:49][CH3:50])=[N:27]2)=[CH:22][CH:21]=1. The catalyst is C(Cl)Cl. The product is [Cl:19][C:20]1[CH:21]=[CH:22][C:23]([CH:26]2[CH:30]([C:31]3[CH:32]=[CH:33][C:34]([Cl:37])=[CH:35][CH:36]=3)[N:29]([C:7]([C:6]3[CH:10]=[CH:11][C:3]([CH2:2][Cl:1])=[CH:4][CH:5]=3)=[O:8])[C:28]([C:38]3[CH:43]=[C:42]([C:44]([F:45])([F:46])[F:47])[CH:41]=[CH:40][C:39]=3[O:48][CH2:49][CH3:50])=[N:27]2)=[CH:24][CH:25]=1. The yield is 0.840. (3) The reactants are Cl[C:2]1[C:7]([CH:8]=[O:9])=[C:6]([N:10]2[CH2:23][CH2:22][N:13]3[C:14]4[CH2:15][CH2:16][CH2:17][CH2:18][C:19]=4[C:20]([F:21])=[C:12]3[C:11]2=[O:24])[N:5]=[CH:4][CH:3]=1.[CH3:25][N:26]1[CH:31]=[C:30](B2OC(C)(C)C(C)(C)O2)[CH:29]=[C:28]([NH:41][C:42]2[CH:47]=[CH:46][N:45]=[CH:44][N:43]=2)[C:27]1=[O:48].[O-]P([O-])([O-])=O.[K+].[K+].[K+].CC([O-])=O.[Na+]. The catalyst is C1C=CC(P(C2C=CC=CC=2)[C-]2C=CC=C2)=CC=1.C1C=CC(P(C2C=CC=CC=2)[C-]2C=CC=C2)=CC=1.Cl[Pd]Cl.[Fe+2].O.C(#N)C. The product is [F:21][C:20]1[C:19]2[CH2:18][CH2:17][CH2:16][CH2:15][C:14]=2[N:13]2[CH2:22][CH2:23][N:10]([C:6]3[N:5]=[CH:4][CH:3]=[C:2]([C:30]4[CH:29]=[C:28]([NH:41][C:42]5[CH:47]=[CH:46][N:45]=[CH:44][N:43]=5)[C:27](=[O:48])[N:26]([CH3:25])[CH:31]=4)[C:7]=3[CH:8]=[O:9])[C:11](=[O:24])[C:12]=12. The yield is 0.270.